From a dataset of Reaction yield outcomes from USPTO patents with 853,638 reactions. Predict the reaction yield, written as a fraction of the theoretical maximum amount of product (1.0 means a 100% yield; for example, 0.34 means a 34% yield). (1) The reactants are [Cl:1][C:2]1[CH:7]=[CH:6][C:5]([C:8]2[CH:9]=[C:10]3[C:16]([C:17]([C:19]4[C:20]([F:33])=[C:21]([NH:26][S:27]([CH2:30][CH2:31][CH3:32])(=[O:29])=[O:28])[CH:22]=[CH:23][C:24]=4[F:25])=[O:18])=[CH:15][NH:14][C:11]3=[N:12][CH:13]=2)=[CH:4][CH:3]=1.CCN(CC)CC.[C:41]([O:45][CH:46](Cl)[CH3:47])(=[O:44])[CH2:42][CH3:43]. The catalyst is CN(C=O)C.CCCC[N+](CCCC)(CCCC)CCCC.[Br-].CCOC(C)=O. The product is [C:41]([O:45][CH:46]([N:14]1[C:11]2=[N:12][CH:13]=[C:8]([C:5]3[CH:6]=[CH:7][C:2]([Cl:1])=[CH:3][CH:4]=3)[CH:9]=[C:10]2[C:16]([C:17](=[O:18])[C:19]2[C:24]([F:25])=[CH:23][CH:22]=[C:21]([NH:26][S:27]([CH2:30][CH2:31][CH3:32])(=[O:28])=[O:29])[C:20]=2[F:33])=[CH:15]1)[CH3:47])(=[O:44])[CH2:42][CH3:43]. The yield is 0.580. (2) The reactants are C([O:8][C:9]1[CH:10]=[C:11]([C:17]2([C:20]([NH:22][C:23]3[CH:28]=[CH:27][CH:26]=[C:25]([C:29]4[CH:34]=[CH:33][C:32]([S:35]([N:38]5[CH2:42][CH2:41][CH2:40][C@@H:39]5[CH2:43][OH:44])(=[O:37])=[O:36])=[CH:31][CH:30]=4)[N:24]=3)=[O:21])[CH2:19][CH2:18]2)[CH:12]=[CH:13][C:14]=1[O:15][CH3:16])C1C=CC=CC=1.[H][H]. The catalyst is C(O)C.[Pd]. The product is [OH:8][C:9]1[CH:10]=[C:11]([C:17]2([C:20]([NH:22][C:23]3[CH:28]=[CH:27][CH:26]=[C:25]([C:29]4[CH:34]=[CH:33][C:32]([S:35]([N:38]5[CH2:42][CH2:41][CH2:40][C@@H:39]5[CH2:43][OH:44])(=[O:37])=[O:36])=[CH:31][CH:30]=4)[N:24]=3)=[O:21])[CH2:18][CH2:19]2)[CH:12]=[CH:13][C:14]=1[O:15][CH3:16]. The yield is 0.340. (3) The reactants are [C:1]([NH:4][C:5]1[CH:10]=[CH:9][CH:8]=[CH:7][CH:6]=1)(=S)[CH3:2].[C:11]([NH:19][NH2:20])(=O)[C:12]1[CH:17]=[CH:16][CH:15]=[CH:14][CH:13]=1.C(O)CCC. The catalyst is O. The product is [CH3:2][C:1]1[N:4]([C:5]2[CH:10]=[CH:9][CH:8]=[CH:7][CH:6]=2)[C:11]([C:12]2[CH:17]=[CH:16][CH:15]=[CH:14][CH:13]=2)=[N:19][N:20]=1. The yield is 0.180. (4) The reactants are [CH2:1]=[CH:2][CH2:3][CH2:4][CH2:5][CH2:6]CCC.OOS([O-])=O.[K+].[O-]S([O-])=O.[Na+].[Na+].CC[O:24][C:25]([CH3:27])=[O:26]. The catalyst is CN(C=O)C.O=[Os](=O)(=O)=O. The product is [C:25]([OH:24])(=[O:26])[CH2:27][CH2:1][CH2:2][CH2:3][CH2:4][CH2:5][CH3:6]. The yield is 0.900. (5) The reactants are [SH:1][C:2]1[CH:7]=[CH:6][C:5]([CH2:8][C:9]([OH:11])=[O:10])=[CH:4][CH:3]=1.[CH3:12]O. The catalyst is S(=O)(=O)(O)O. The product is [CH3:12][O:10][C:9](=[O:11])[CH2:8][C:5]1[CH:4]=[CH:3][C:2]([SH:1])=[CH:7][CH:6]=1. The yield is 0.960. (6) The reactants are C([O-])([O-])=O.[K+].[K+].[SH:7][C:8]1[N:22]=[CH:21][CH:20]=[CH:19][C:9]=1[C:10]([NH:12][CH2:13][C:14]1[S:15][CH:16]=[CH:17][CH:18]=1)=[O:11].Br[CH2:24][CH2:25][CH2:26][C:27]1[CH:32]=[CH:31][C:30]([F:33])=[CH:29][CH:28]=1. The catalyst is CN(C=O)C. The product is [F:33][C:30]1[CH:31]=[CH:32][C:27]([CH2:26][CH2:25][CH2:24][S:7][C:8]2[C:9]([C:10]([NH:12][CH2:13][C:14]3[S:15][CH:16]=[CH:17][CH:18]=3)=[O:11])=[CH:19][CH:20]=[CH:21][N:22]=2)=[CH:28][CH:29]=1. The yield is 0.740. (7) The reactants are Cl.[F:2][C:3]1[CH:4]=[C:5]2[C:10](=[C:11]([N:13]3[CH2:18][CH2:17][N:16]([CH3:19])[CH2:15][CH2:14]3)[CH:12]=1)[O:9][CH:8]([C:20](O)=[O:21])[CH2:7][CH2:6]2.[C:23]([N:26]1[CH2:31][CH2:30][N:29]([C:32]2[CH:38]=[CH:37][C:35]([NH2:36])=[CH:34][CH:33]=2)[CH2:28][CH2:27]1)(=[O:25])[CH3:24]. No catalyst specified. The product is [C:23]([N:26]1[CH2:27][CH2:28][N:29]([C:32]2[CH:38]=[CH:37][C:35]([NH:36][C:20]([CH:8]3[CH2:7][CH2:6][C:5]4[C:10](=[C:11]([N:13]5[CH2:18][CH2:17][N:16]([CH3:19])[CH2:15][CH2:14]5)[CH:12]=[C:3]([F:2])[CH:4]=4)[O:9]3)=[O:21])=[CH:34][CH:33]=2)[CH2:30][CH2:31]1)(=[O:25])[CH3:24]. The yield is 0.780. (8) The reactants are [C:1]1([C:17]2[CH:22]=[CH:21][CH:20]=[CH:19][CH:18]=2)[CH:6]=[CH:5][C:4]([CH:7]([NH:15][CH3:16])[CH2:8][N:9]2[CH2:14][CH2:13][O:12][CH2:11][CH2:10]2)=[CH:3][CH:2]=1.[Cl:23][C:24]1[C:25]([Cl:38])=[CH:26][C:27]2[O:32][CH2:31][CH2:30][N:29]([CH2:33][C:34]([OH:36])=O)[C:28]=2[CH:37]=1.CN([P+]([O:49]N1N=NC2C=CC=CC1=2)(N(C)C)N(C)C)C.F[P-](F)(F)(F)(F)F.C(N(CC)CC)C. The catalyst is CN(C=O)C. The product is [C:1]1([C:17]2[CH:22]=[CH:21][CH:20]=[CH:19][CH:18]=2)[CH:2]=[CH:3][C:4]([CH:7]([N:15]([CH3:16])[C:34](=[O:36])[CH2:33][N:29]2[C:28]3[CH:37]=[C:24]([Cl:23])[C:25]([Cl:38])=[CH:26][C:27]=3[O:32][CH2:31][C:30]2=[O:49])[CH2:8][N:9]2[CH2:10][CH2:11][O:12][CH2:13][CH2:14]2)=[CH:5][CH:6]=1. The yield is 0.590. (9) The reactants are [NH2:1][C:2]1[C:10]([Br:11])=[CH:9][CH:8]=[CH:7][C:3]=1[C:4]([OH:6])=O.[C:12]1([N:18]=[C:19]=[S:20])[CH:17]=[CH:16][CH:15]=[CH:14][CH:13]=1. The catalyst is CC(O)(C)C. The product is [Br:11][C:10]1[CH:9]=[CH:8][CH:7]=[C:3]2[C:2]=1[NH:1][C:19](=[S:20])[N:18]([C:12]1[CH:17]=[CH:16][CH:15]=[CH:14][CH:13]=1)[C:4]2=[O:6]. The yield is 0.970.